Dataset: Experimentally validated miRNA-target interactions with 360,000+ pairs, plus equal number of negative samples. Task: Binary Classification. Given a miRNA mature sequence and a target amino acid sequence, predict their likelihood of interaction. The miRNA is hsa-miR-548ac with sequence CAAAAACCGGCAAUUACUUUUG. The protein sequence of the target gene is MENGAVYSPTTEEDPGPARGPRSGLAAYFFMGRLPLLRRVLKGLQLLLSLLAFICEEVVSQCTLCGGLYFFEFVSCSAFLLSLLILIVYCTPFYERVDTTKVKSSDFYITLGTGCVFLLASIIFVSTHDRTSAEIAAIVFGFIASFMFLLDFITMLYEKRQESQLRKPENTTRAEALTEPLNA. Result: 1 (interaction).